This data is from Forward reaction prediction with 1.9M reactions from USPTO patents (1976-2016). The task is: Predict the product of the given reaction. The product is: [CH3:14][O:15][NH:16][C:17]([C:19]1[C:20](=[O:42])[C:21]2[CH:26]=[N:25][C:24]([NH:13][C:10]3[CH:11]=[CH:12][C:7]([CH2:6][C:5]4[NH:1][N:2]=[N:3][N:4]=4)=[CH:8][CH:9]=3)=[N:23][C:22]=2[N:31]([C:33]2[CH:34]=[C:35]3[C:39](=[CH:40][CH:41]=2)[CH2:38][CH2:37][CH2:36]3)[CH:32]=1)=[O:18]. Given the reactants [NH:1]1[C:5]([CH2:6][C:7]2[CH:12]=[CH:11][C:10]([NH2:13])=[CH:9][CH:8]=2)=[N:4][N:3]=[N:2]1.[CH3:14][O:15][NH:16][C:17]([C:19]1[C:20](=[O:42])[C:21]2[CH:26]=[N:25][C:24](S(C)(=O)=O)=[N:23][C:22]=2[N:31]([C:33]2[CH:34]=[C:35]3[C:39](=[CH:40][CH:41]=2)[CH2:38][CH2:37][CH2:36]3)[CH:32]=1)=[O:18], predict the reaction product.